From a dataset of Drug-target binding data from BindingDB using Ki measurements. Regression. Given a target protein amino acid sequence and a drug SMILES string, predict the binding affinity score between them. We predict pKi (pKi = -log10(Ki in M); higher means stronger inhibition). Dataset: bindingdb_ki. (1) The drug is CC(CC(=O)OCC1(CO)C/C(=C/c2ccc(F)c(Br)c2)C(=O)O1)CC(C)(C)C. The target protein (P20444) has sequence MADVYPANDSTASQDVANRFARKGALRQKNVHEVKDHKFIARFFKQPTFCSHCTDFIWGFGKQGFQCQVCCFVVHKRCHEFVTFSCPGADKGPDTDDPRSKHKFKIHTYGSPTFCDHCGSLLYGLIHQGMKCDTCDMNVHKQCVINDPSLCGMDHTEKRGRIYLKAEVTDEKLHVTVRDAKNLIPMDPNGLSDPYVKLKLIPDPKNESKQKTKTIRSNLNPQWNESFTFKLKPSDKDRRLSVEIWDWDRTTRNDFMGSLSFGVSELMKMPASGWYKAHNQEEGEYYNVPIPEGDEEGNMELRQKFEKAKLGPVGNKVISPSEDRKQPSNNLDRVKLTDFNFLMVLGKGSFGKVMLADRKGTEELYAIKILKKDVVIQDDDVECTMVEKRVLALLDKPPFLTQLHSCFQTVDRLYFVMEYVNGGDLMYHIQQVGKFKEPQAVFYAAEISIGLFFLHKRGIIYRDLKLNNVMLNSEGHIKIADFGMCKEHMMDGVTTRTFCG.... The pKi is 7.8. (2) The small molecule is Cc1nnc2ccc(-c3cccc(C(F)(F)F)c3)nn12. The target protein (P47869) has sequence MKTKLNIYNMQFLLFVFLVWDPARLVLANIQEDEAKNNITIFTRILDRLLDGYDNRLRPGLGDSITEVFTNIYVTSFGPVSDTDMEYTIDVFFRQKWKDERLKFKGPMNILRLNNLMASKIWTPDTFFHNGKKSVAHNMTMPNKLLRIQDDGTLLYTMRLTVQAECPMHLEDFPMDAHSCPLKFGSYAYTTSEVTYIWTYNASDSVQVAPDGSRLNQYDLLGQSIGKETIKSSTGEYTVMTAHFHLKRKIGYFVIQTYLPCIMTVILSQVSFWLNRESVPARTVFGVTTVLTMTTLSISARNSLPKVAYATAMDWFIAVCYAFVFSALIEFATVNYFTKRGWAWDGKSVVNDKKKEKASVMIQNNAYAVAVANYAPNLSKDPVLSTISKSATTPEPNKKPENKPAEAKKTFNSVSKIDRMSRIVFPVLFGTFNLVYWATYLNREPVLGVSP. The pKi is 5.5.